Task: Predict the product of the given reaction.. Dataset: Forward reaction prediction with 1.9M reactions from USPTO patents (1976-2016) (1) Given the reactants Cl[C:2]1[CH:7]=[N:6][CH:5]=[C:4]([O:8][CH2:9][C:10]2[CH:15]=[C:14]([O:16][CH3:17])[CH:13]=[CH:12][C:11]=2[O:18][CH3:19])[N:3]=1.COC1C=CC(OC)=CC=1CO.[NH:32]1[CH2:37][CH2:36][NH:35][CH2:34][CH2:33]1.C([O-])([O-])=O.[K+].[K+], predict the reaction product. The product is: [CH3:19][O:18][C:11]1[CH:12]=[CH:13][C:14]([O:16][CH3:17])=[CH:15][C:10]=1[CH2:9][O:8][C:4]1[CH:5]=[N:6][CH:7]=[C:2]([N:32]2[CH2:37][CH2:36][NH:35][CH2:34][CH2:33]2)[N:3]=1. (2) The product is: [Br:1][C:2]1[CH:24]=[CH:23][C:5]2[N:6]([C:19]([CH3:20])([CH3:21])[CH3:22])[C:7]([C:9]3[CH:18]=[CH:17][CH:16]=[CH:15][C:10]=3[C:11]3[O:12][C:37](=[O:38])[NH:14][N:13]=3)=[N:8][C:4]=2[CH:3]=1. Given the reactants [Br:1][C:2]1[CH:24]=[CH:23][C:5]2[N:6]([C:19]([CH3:22])([CH3:21])[CH3:20])[C:7]([C:9]3[CH:18]=[CH:17][CH:16]=[CH:15][C:10]=3[C:11]([NH:13][NH2:14])=[O:12])=[N:8][C:4]=2[CH:3]=1.C(N(CC)CC)C.C1N=CN([C:37](N2C=NC=C2)=[O:38])C=1, predict the reaction product. (3) Given the reactants Cl[C:2]1[N:10]=[C:9]([C:11]2[CH:16]=[CH:15][CH:14]=[CH:13][CH:12]=2)[C:8]([C:17]2[CH:22]=[CH:21][C:20](=[O:23])[N:19]([CH:24]([CH3:26])[CH3:25])[N:18]=2)=[CH:7][C:3]=1[C:4]([NH2:6])=[O:5].C([O-])=O.[NH4+], predict the reaction product. The product is: [CH:24]([N:19]1[C:20](=[O:23])[CH:21]=[CH:22][C:17]([C:8]2[C:9]([C:11]3[CH:12]=[CH:13][CH:14]=[CH:15][CH:16]=3)=[N:10][CH:2]=[C:3]([CH:7]=2)[C:4]([NH2:6])=[O:5])=[N:18]1)([CH3:26])[CH3:25]. (4) Given the reactants [C:1]1(CO)[CH:6]=[CH:5][C:4]([CH2:7][OH:8])=[CH:3][CH:2]=1.N1C=CC=CC=1.ClCCl.[C:20](Cl)(=[O:24])C(C)C, predict the reaction product. The product is: [C:3]1([CH2:20][OH:24])[C:4]([CH2:7][OH:8])=[CH:5][CH:6]=[CH:1][CH:2]=1. (5) Given the reactants [N+:1]([C:4]1[CH:32]=[CH:31][C:7]([CH2:8][N:9]2[CH:13]=[C:12]([C:14]3[CH:19]=[CH:18][C:17]([Cl:20])=[CH:16][C:15]=3[Cl:21])[N:11]=[C:10]2/[CH:22]=[CH:23]/[C:24]2[CH:29]=[CH:28][C:27]([OH:30])=[CH:26][CH:25]=2)=[CH:6][CH:5]=1)([O-:3])=[O:2].[C:33]([C:37]1[CH:42]=[CH:41][C:40](B(O)O)=[CH:39][CH:38]=1)([CH3:36])([CH3:35])[CH3:34], predict the reaction product. The product is: [C:33]([C:37]1[CH:42]=[CH:41][C:40]([O:30][C:27]2[CH:28]=[CH:29][C:24](/[CH:23]=[CH:22]/[C:10]3[N:9]([CH2:8][C:7]4[CH:6]=[CH:5][C:4]([N+:1]([O-:3])=[O:2])=[CH:32][CH:31]=4)[CH:13]=[C:12]([C:14]4[CH:19]=[CH:18][C:17]([Cl:20])=[CH:16][C:15]=4[Cl:21])[N:11]=3)=[CH:25][CH:26]=2)=[CH:39][CH:38]=1)([CH3:36])([CH3:35])[CH3:34]. (6) Given the reactants [OH-].[Na+].C([O:5][C:6]([C:8]1[NH:9][CH:10]=[C:11]([CH2:13][CH2:14][C:15]2[CH:20]=[CH:19][C:18]([F:21])=[CH:17][CH:16]=2)[CH:12]=1)=[O:7])C, predict the reaction product. The product is: [F:21][C:18]1[CH:17]=[CH:16][C:15]([CH2:14][CH2:13][C:11]2[CH:12]=[C:8]([C:6]([OH:7])=[O:5])[NH:9][CH:10]=2)=[CH:20][CH:19]=1.